This data is from hERG Central: cardiac toxicity at 1µM, 10µM, and general inhibition. The task is: Predict hERG channel inhibition at various concentrations. The molecule is COc1ccc(CCNC(=O)c2cc3c(=O)n4ccccc4nc3n(C3CCCCC3)c2=N)cc1. Results: hERG_inhib (hERG inhibition (general)): blocker.